This data is from Reaction yield outcomes from USPTO patents with 853,638 reactions. The task is: Predict the reaction yield, written as a fraction of the theoretical maximum amount of product (1.0 means a 100% yield; for example, 0.34 means a 34% yield). (1) The reactants are [NH2:1][C:2]1[CH:3]=[N:4][CH:5]=[C:6]([F:32])[C:7]=1[C:8]#[C:9][C@H:10]1[O:15][CH2:14][C@@H:13]([CH2:16][O:17][Si:18]([C:21]([CH3:24])([CH3:23])[CH3:22])([CH3:20])[CH3:19])[N:12]([C:25]([O:27][C:28]([CH3:31])([CH3:30])[CH3:29])=[O:26])[CH2:11]1. The catalyst is [Pt](=O)=O. The product is [NH2:1][C:2]1[CH:3]=[N:4][CH:5]=[C:6]([F:32])[C:7]=1[CH2:8][CH2:9][C@H:10]1[O:15][CH2:14][C@@H:13]([CH2:16][O:17][Si:18]([C:21]([CH3:24])([CH3:23])[CH3:22])([CH3:20])[CH3:19])[N:12]([C:25]([O:27][C:28]([CH3:31])([CH3:30])[CH3:29])=[O:26])[CH2:11]1. The yield is 0.690. (2) The reactants are [Br:1][C:2]1[CH:3]=[N:4][C:5]([C:8](Cl)=[O:9])=[N:6][CH:7]=1.[CH3:11][NH:12][CH3:13]. The catalyst is O1CCCC1.C(OCC)(=O)C. The product is [Br:1][C:2]1[CH:3]=[N:4][C:5]([C:8]([N:12]([CH3:13])[CH3:11])=[O:9])=[N:6][CH:7]=1. The yield is 0.770. (3) The reactants are [Cl:1][C:2]1[CH:3]=[C:4]2[C:9](=[CH:10][C:11]=1[O:12][C:13]1[CH:21]=[CH:20][C:16]([C:17](O)=[O:18])=[CH:15][CH:14]=1)[O:8][CH2:7][CH2:6][CH:5]2[C:22]([O:24][CH2:25][CH3:26])=[O:23].C(Cl)(=O)C(Cl)=O.[Cl:33][C:34]1[N:39]=[N:38][C:37]([NH2:40])=[CH:36][CH:35]=1. The catalyst is ClCCCl.CN(C=O)C.N1C=CC=CC=1.CCOC(C)=O. The product is [Cl:1][C:2]1[CH:3]=[C:4]2[C:9](=[CH:10][C:11]=1[O:12][C:13]1[CH:14]=[CH:15][C:16]([C:17](=[O:18])[NH:40][C:37]3[N:38]=[N:39][C:34]([Cl:33])=[CH:35][CH:36]=3)=[CH:20][CH:21]=1)[O:8][CH2:7][CH2:6][CH:5]2[C:22]([O:24][CH2:25][CH3:26])=[O:23]. The yield is 0.771. (4) The reactants are [Cl:1][C:2]1[CH:7]=[C:6](/[CH:8]=[CH:9]/[CH:10]([C:15]2[CH:20]=[C:19]([Cl:21])[CH:18]=[C:17]([Cl:22])[CH:16]=2)[C:11]([F:14])([F:13])[F:12])[CH:5]=[CH:4][C:3]=1[CH2:23][NH2:24].C1C=CC2N([OH:34])N=NC=2C=1.CCN=C=NC[CH2:41][CH2:42]N(C)C.Cl.CCN(C(C)C)C(C)C. The catalyst is CN(C=O)C.O. The product is [Cl:1][C:2]1[CH:7]=[C:6](/[CH:8]=[CH:9]/[CH:10]([C:15]2[CH:16]=[C:17]([Cl:22])[CH:18]=[C:19]([Cl:21])[CH:20]=2)[C:11]([F:13])([F:14])[F:12])[CH:5]=[CH:4][C:3]=1[CH2:23][NH:24][C:41](=[O:34])[CH3:42]. The yield is 0.600. (5) The reactants are [OH:1][C:2]1[CH:9]=[CH:8][C:5]([CH:6]=[O:7])=[CH:4][C:3]=1[O:10][CH3:11].CCN(CC)CC.[O:19](S(C(F)(F)F)(=O)=O)[S:20]([C:23]([F:26])([F:25])[F:24])(=O)=[O:21]. The catalyst is C(Cl)Cl. The product is [F:24][C:23]([F:26])([F:25])[S:20]([O:1][C:2]1[CH:9]=[CH:8][C:5]([CH:6]=[O:7])=[CH:4][C:3]=1[O:10][CH3:11])(=[O:21])=[O:19]. The yield is 0.910. (6) The reactants are Cl[C:2]1[CH:3]=[C:4]([N:17]2[CH2:22][CH2:21][O:20][CH2:19][CH2:18]2)[C:5]2[N:6]([CH:8]=[C:9]([C:11]3[CH:16]=[CH:15][CH:14]=[CH:13][CH:12]=3)[N:10]=2)[N:7]=1.C(=O)([O-])[O-].[K+].[K+].O.[NH2:30][NH2:31]. The catalyst is CN(C)C=O.O. The product is [N:17]1([C:4]2[C:5]3[N:6]([CH:8]=[C:9]([C:11]4[CH:16]=[CH:15][CH:14]=[CH:13][CH:12]=4)[N:10]=3)[N:7]=[C:2]([NH:30][NH2:31])[CH:3]=2)[CH2:22][CH2:21][O:20][CH2:19][CH2:18]1. The yield is 0.510. (7) The product is [CH3:24][C:19]1[C:18]([N:3]2[CH2:4][CH2:5][C:6]3[C:11](=[CH:10][CH:9]=[C:8]([CH2:12][C:13]([O:15][CH3:16])=[O:14])[CH:7]=3)[C:2]2=[O:1])=[CH:23][CH:22]=[CH:21][N:20]=1. The reactants are [O:1]=[C:2]1[C:11]2[C:6](=[CH:7][C:8]([CH2:12][C:13]([O:15][CH3:16])=[O:14])=[CH:9][CH:10]=2)[CH2:5][CH2:4][NH:3]1.Br[C:18]1[C:19]([CH3:24])=[N:20][CH:21]=[CH:22][CH:23]=1.CNCCNC.[O-]P([O-])([O-])=O.[K+].[K+].[K+]. The catalyst is O1CCOCC1.[Cu]I. The yield is 0.370. (8) The reactants are [CH3:1][C@H:2]([OH:5])[CH2:3][CH3:4].[N+:6]([C:9]1[CH:16]=[CH:15][CH:14]=[C:13]([N+]([O-])=O)[C:10]=1[C:11]#[N:12])([O-:8])=[O:7]. No catalyst specified. The product is [C@@H:2]([O:5][C:13]1[CH:14]=[CH:15][CH:16]=[C:9]([N+:6]([O-:8])=[O:7])[C:10]=1[C:11]#[N:12])([CH2:3][CH3:4])[CH3:1]. The yield is 0.852. (9) The reactants are [I:1][C:2]1[CH:12]=[CH:11][CH:10]=[CH:9][C:3]=1[CH:4]=[CH:5][C:6]([OH:8])=O.O=S(Cl)Cl.[NH2:17][CH2:18][CH2:19][NH:20][C:21](=[O:27])[O:22][C:23]([CH3:26])([CH3:25])[CH3:24].CCN(CC)CC. No catalyst specified. The product is [I:1][C:2]1[CH:12]=[CH:11][CH:10]=[CH:9][C:3]=1/[CH:4]=[CH:5]/[C:6]([NH:17][CH2:18][CH2:19][NH:20][C:21](=[O:27])[O:22][C:23]([CH3:25])([CH3:24])[CH3:26])=[O:8]. The yield is 0.660. (10) The reactants are [Cl:1][C:2]1[C:10]2[C:5](=[CH:6][C:7]([S:11]([N:14]3[CH2:19][C:18](=[O:20])[N:17]([CH2:21][CH:22]4[CH2:27][CH2:26][N:25]([C:28]5[CH:33]=[CH:32][C:31](=[O:34])[N:30]([CH3:35])[N:29]=5)[CH2:24][CH2:23]4)[CH:16]([C:36]([OH:38])=O)[CH2:15]3)(=[O:13])=[O:12])=[CH:8][CH:9]=2)[NH:4][CH:3]=1.[NH:39]1[CH2:44][CH2:43][O:42][CH2:41][CH2:40]1.F[B-](F)(F)F.N1(OC(N(C)C)=[N+](C)C)C2C=CC=CC=2N=N1. The catalyst is CN(C)C=O. The product is [Cl:1][C:2]1[C:10]2[C:5](=[CH:6][C:7]([S:11]([N:14]3[CH2:19][C:18](=[O:20])[N:17]([CH2:21][CH:22]4[CH2:27][CH2:26][N:25]([C:28]5[CH:33]=[CH:32][C:31](=[O:34])[N:30]([CH3:35])[N:29]=5)[CH2:24][CH2:23]4)[CH:16]([C:36]([N:39]4[CH2:44][CH2:43][O:42][CH2:41][CH2:40]4)=[O:38])[CH2:15]3)(=[O:13])=[O:12])=[CH:8][CH:9]=2)[NH:4][CH:3]=1. The yield is 0.680.